From a dataset of NCI-60 drug combinations with 297,098 pairs across 59 cell lines. Regression. Given two drug SMILES strings and cell line genomic features, predict the synergy score measuring deviation from expected non-interaction effect. (1) Drug 1: C(=O)(N)NO. Drug 2: CC12CCC3C(C1CCC2OP(=O)(O)O)CCC4=C3C=CC(=C4)OC(=O)N(CCCl)CCCl.[Na+]. Cell line: SW-620. Synergy scores: CSS=8.83, Synergy_ZIP=-1.85, Synergy_Bliss=1.28, Synergy_Loewe=-0.545, Synergy_HSA=1.22. (2) Drug 1: CC(C)(C#N)C1=CC(=CC(=C1)CN2C=NC=N2)C(C)(C)C#N. Drug 2: COC1=C2C(=CC3=C1OC=C3)C=CC(=O)O2. Cell line: HL-60(TB). Synergy scores: CSS=-3.17, Synergy_ZIP=4.33, Synergy_Bliss=3.40, Synergy_Loewe=-5.90, Synergy_HSA=-5.21. (3) Drug 1: C1CCC(CC1)NC(=O)N(CCCl)N=O. Drug 2: C1CCC(C(C1)N)N.C(=O)(C(=O)[O-])[O-].[Pt+4]. Cell line: HOP-92. Synergy scores: CSS=32.0, Synergy_ZIP=-9.03, Synergy_Bliss=-2.76, Synergy_Loewe=-0.739, Synergy_HSA=0.796. (4) Drug 1: CN(C)C1=NC(=NC(=N1)N(C)C)N(C)C. Drug 2: C1=NC2=C(N1)C(=S)N=CN2. Cell line: SF-295. Synergy scores: CSS=21.0, Synergy_ZIP=-9.62, Synergy_Bliss=-10.5, Synergy_Loewe=-27.5, Synergy_HSA=-9.87. (5) Cell line: NCI-H460. Drug 2: C1CC(=O)NC(=O)C1N2C(=O)C3=CC=CC=C3C2=O. Drug 1: CS(=O)(=O)CCNCC1=CC=C(O1)C2=CC3=C(C=C2)N=CN=C3NC4=CC(=C(C=C4)OCC5=CC(=CC=C5)F)Cl. Synergy scores: CSS=-2.60, Synergy_ZIP=2.19, Synergy_Bliss=2.57, Synergy_Loewe=-1.47, Synergy_HSA=-0.897. (6) Drug 1: C1CC(C1)(C(=O)O)C(=O)O.[NH2-].[NH2-].[Pt+2]. Drug 2: CS(=O)(=O)CCNCC1=CC=C(O1)C2=CC3=C(C=C2)N=CN=C3NC4=CC(=C(C=C4)OCC5=CC(=CC=C5)F)Cl. Cell line: COLO 205. Synergy scores: CSS=1.16, Synergy_ZIP=-1.36, Synergy_Bliss=-2.56, Synergy_Loewe=-2.28, Synergy_HSA=-2.43. (7) Drug 1: CCCCCOC(=O)NC1=NC(=O)N(C=C1F)C2C(C(C(O2)C)O)O. Drug 2: C1=NC(=NC(=O)N1C2C(C(C(O2)CO)O)O)N. Cell line: DU-145. Synergy scores: CSS=12.6, Synergy_ZIP=-4.35, Synergy_Bliss=5.50, Synergy_Loewe=-18.7, Synergy_HSA=-1.70. (8) Drug 1: C1=CN(C(=O)N=C1N)C2C(C(C(O2)CO)O)O.Cl. Drug 2: C(=O)(N)NO. Cell line: SF-539. Synergy scores: CSS=24.6, Synergy_ZIP=-7.93, Synergy_Bliss=-2.17, Synergy_Loewe=-6.39, Synergy_HSA=-2.31. (9) Drug 1: CC1=CC=C(C=C1)C2=CC(=NN2C3=CC=C(C=C3)S(=O)(=O)N)C(F)(F)F. Drug 2: CN1C(=O)N2C=NC(=C2N=N1)C(=O)N. Cell line: SF-268. Synergy scores: CSS=2.50, Synergy_ZIP=1.30, Synergy_Bliss=3.60, Synergy_Loewe=-2.04, Synergy_HSA=-1.21. (10) Drug 2: N.N.Cl[Pt+2]Cl. Drug 1: CC1C(C(=O)NC(C(=O)N2CCCC2C(=O)N(CC(=O)N(C(C(=O)O1)C(C)C)C)C)C(C)C)NC(=O)C3=C4C(=C(C=C3)C)OC5=C(C(=O)C(=C(C5=N4)C(=O)NC6C(OC(=O)C(N(C(=O)CN(C(=O)C7CCCN7C(=O)C(NC6=O)C(C)C)C)C)C(C)C)C)N)C. Synergy scores: CSS=61.9, Synergy_ZIP=0.912, Synergy_Bliss=-1.24, Synergy_Loewe=-2.98, Synergy_HSA=0.691. Cell line: DU-145.